Dataset: NCI-60 drug combinations with 297,098 pairs across 59 cell lines. Task: Regression. Given two drug SMILES strings and cell line genomic features, predict the synergy score measuring deviation from expected non-interaction effect. (1) Drug 1: C1CCC(C1)C(CC#N)N2C=C(C=N2)C3=C4C=CNC4=NC=N3. Drug 2: CCC1=CC2CC(C3=C(CN(C2)C1)C4=CC=CC=C4N3)(C5=C(C=C6C(=C5)C78CCN9C7C(C=CC9)(C(C(C8N6C)(C(=O)OC)O)OC(=O)C)CC)OC)C(=O)OC.C(C(C(=O)O)O)(C(=O)O)O. Cell line: NCI-H522. Synergy scores: CSS=68.4, Synergy_ZIP=21.3, Synergy_Bliss=19.7, Synergy_Loewe=-2.85, Synergy_HSA=21.4. (2) Drug 1: C1CCC(C1)C(CC#N)N2C=C(C=N2)C3=C4C=CNC4=NC=N3. Drug 2: CC(C)(C#N)C1=CC(=CC(=C1)CN2C=NC=N2)C(C)(C)C#N. Cell line: OVCAR-5. Synergy scores: CSS=-4.01, Synergy_ZIP=3.31, Synergy_Bliss=0.614, Synergy_Loewe=-4.44, Synergy_HSA=-3.89. (3) Drug 1: CN(C)C1=NC(=NC(=N1)N(C)C)N(C)C. Drug 2: CC1=C(C=C(C=C1)C(=O)NC2=CC(=CC(=C2)C(F)(F)F)N3C=C(N=C3)C)NC4=NC=CC(=N4)C5=CN=CC=C5. Cell line: HOP-62. Synergy scores: CSS=7.83, Synergy_ZIP=2.37, Synergy_Bliss=7.34, Synergy_Loewe=-1.01, Synergy_HSA=2.34. (4) Drug 1: CCC1(CC2CC(C3=C(CCN(C2)C1)C4=CC=CC=C4N3)(C5=C(C=C6C(=C5)C78CCN9C7C(C=CC9)(C(C(C8N6C)(C(=O)OC)O)OC(=O)C)CC)OC)C(=O)OC)O.OS(=O)(=O)O. Drug 2: N.N.Cl[Pt+2]Cl. Cell line: PC-3. Synergy scores: CSS=57.6, Synergy_ZIP=-6.66, Synergy_Bliss=-5.75, Synergy_Loewe=-4.76, Synergy_HSA=-1.89. (5) Drug 1: CCC1=C2CN3C(=CC4=C(C3=O)COC(=O)C4(CC)O)C2=NC5=C1C=C(C=C5)O. Drug 2: C(CN)CNCCSP(=O)(O)O. Cell line: UO-31. Synergy scores: CSS=24.2, Synergy_ZIP=-5.21, Synergy_Bliss=1.57, Synergy_Loewe=-15.3, Synergy_HSA=2.57.